This data is from Forward reaction prediction with 1.9M reactions from USPTO patents (1976-2016). The task is: Predict the product of the given reaction. (1) The product is: [CH2:27]([O:26][C:5]1[C:4]2[C:9](=[CH:10][C:11]([Cl:12])=[C:2]([Cl:1])[CH:3]=2)[C:8](=[O:13])[N:7]([CH2:14][C:15]([CH3:18])([CH3:16])[CH3:17])[C:6]=1[C:19]([O:21][C:22]([CH3:25])([CH3:24])[CH3:23])=[O:20])[CH2:28][CH2:29][CH3:30]. Given the reactants [Cl:1][C:2]1[CH:3]=[C:4]2[C:9](=[CH:10][C:11]=1[Cl:12])[C:8](=[O:13])[N:7]([CH2:14][C:15]([CH3:18])([CH3:17])[CH3:16])[C:6]([C:19]([O:21][C:22]([CH3:25])([CH3:24])[CH3:23])=[O:20])=[C:5]2[OH:26].[CH2:27](O)[CH2:28][CH2:29][CH3:30].C1(P(C2C=CC=CC=2)C2C=CC=CC=2)C=CC=CC=1, predict the reaction product. (2) Given the reactants CN(C(ON1N=NC2C=CC=NC1=2)=[N+](C)C)C.F[P-](F)(F)(F)(F)F.[O:25]1[CH:29]=[CH:28][C:27]([C:30]2[CH:31]=[C:32]([C:42]([F:45])([F:44])[F:43])[C:33]3[N:34]([CH:36]=[C:37]([C:39]([OH:41])=O)[N:38]=3)[CH:35]=2)=[CH:26]1.[F:46][C:47]1[CH:52]=[CH:51][CH:50]=[CH:49][C:48]=1[CH:53]1[CH2:57][CH2:56][NH:55][CH2:54]1, predict the reaction product. The product is: [F:46][C:47]1[CH:52]=[CH:51][CH:50]=[CH:49][C:48]=1[CH:53]1[CH2:57][CH2:56][N:55]([C:39]([C:37]2[N:38]=[C:33]3[C:32]([C:42]([F:43])([F:45])[F:44])=[CH:31][C:30]([C:27]4[CH:28]=[CH:29][O:25][CH:26]=4)=[CH:35][N:34]3[CH:36]=2)=[O:41])[CH2:54]1. (3) Given the reactants [CH3:1][N:2]1[CH:15]([CH3:16])[CH2:14][C:5]2[NH:6][C:7]3[CH:8]=[CH:9][C:10]([CH3:13])=[CH:11][C:12]=3[C:4]=2[CH2:3]1.N1CCC[C@H:18]1C(O)=O.P([O-])([O-])([O-])=O.[K+].[K+].[K+].Br[CH:34]=[CH:35][C:36]1[CH:41]=[CH:40][C:39]([F:42])=[CH:38][CH:37]=1, predict the reaction product. The product is: [F:42][C:39]1[CH:40]=[CH:41][C:36](/[C:35](/[CH3:18])=[CH:34]/[N:6]2[C:7]3[CH:8]=[CH:9][C:10]([CH3:13])=[CH:11][C:12]=3[C:4]3[CH2:3][N:2]([CH3:1])[CH:15]([CH3:16])[CH2:14][C:5]2=3)=[CH:37][CH:38]=1. (4) Given the reactants Cl[C:2]1[CH:7]=[CH:6][C:5]([CH3:8])=[CH:4][C:3]=1[N+:9]([O-:11])=[O:10].[CH3:12][C:13]1[O:14][C:15]([CH3:19])=[CH:16][C:17]=1[SH:18].C([O-])([O-])=O.[K+].[K+], predict the reaction product. The product is: [CH3:12][C:13]1[O:14][C:15]([CH3:19])=[CH:16][C:17]=1[S:18][C:2]1[CH:7]=[CH:6][C:5]([CH3:8])=[CH:4][C:3]=1[N+:9]([O-:11])=[O:10]. (5) Given the reactants CS[C:3]1[N:4]=[N:5][C:6]([C:20]#[N:21])=[C:7]([N:9]2[CH2:15][CH2:14][C:13]3[CH:16]=[CH:17][CH:18]=[CH:19][C:12]=3[CH2:11][CH2:10]2)[N:8]=1.[NH2:22][CH2:23][CH:24]1[CH2:26][CH2:25]1, predict the reaction product. The product is: [CH:24]1([CH2:23][NH:22][C:3]2[N:4]=[N:5][C:6]([C:20]#[N:21])=[C:7]([N:9]3[CH2:15][CH2:14][C:13]4[CH:16]=[CH:17][CH:18]=[CH:19][C:12]=4[CH2:11][CH2:10]3)[N:8]=2)[CH2:26][CH2:25]1. (6) Given the reactants [CH2:1]([O:8][C@@H:9]([CH3:20])[CH2:10][CH2:11][CH2:12][CH2:13][CH2:14][CH2:15][C@@H:16]([OH:19])[CH2:17][OH:18])[C:2]1[CH:7]=[CH:6][CH:5]=[CH:4][CH:3]=1.N1C=CC=CC=1.[C:27]1([CH3:37])[CH:32]=[CH:31][C:30]([S:33](Cl)(=[O:35])=[O:34])=[CH:29][CH:28]=1.C(OCC)C, predict the reaction product. The product is: [CH2:1]([O:8][C@@H:9]([CH3:20])[CH2:10][CH2:11][CH2:12][CH2:13][CH2:14][CH2:15][C@@H:16]([OH:19])[CH2:17][O:18][S:33]([C:30]1[CH:31]=[CH:32][C:27]([CH3:37])=[CH:28][CH:29]=1)(=[O:35])=[O:34])[C:2]1[CH:7]=[CH:6][CH:5]=[CH:4][CH:3]=1. (7) Given the reactants [Cl:1][C:2]1[CH:7]=[C:6]([Cl:8])[CH:5]=[CH:4][C:3]=1[C:9]1[CH:10]=[C:11]2[C@@H:22]3[CH2:23][N:24]([C:27]([O:29][C:30]([CH3:33])([CH3:32])[CH3:31])=[O:28])[CH2:25][CH2:26][C@@H:21]3[N:13]3[CH2:14][C:15](=O)[N:16]([CH3:19])[C:17]([CH:18]=1)=[C:12]23.B.C1COCC1.CC1C=CC=CC=1C.C=CCCCCCC, predict the reaction product. The product is: [Cl:1][C:2]1[CH:7]=[C:6]([Cl:8])[CH:5]=[CH:4][C:3]=1[C:9]1[CH:10]=[C:11]2[C@@H:22]3[CH2:23][N:24]([C:27]([O:29][C:30]([CH3:33])([CH3:32])[CH3:31])=[O:28])[CH2:25][CH2:26][C@@H:21]3[N:13]3[CH2:14][CH2:15][N:16]([CH3:19])[C:17]([CH:18]=1)=[C:12]23. (8) Given the reactants [CH3:1][CH:2](O)[C:3]#[CH:4].[CH2:6]([NH:8][CH2:9][CH2:10][OH:11])[CH3:7], predict the reaction product. The product is: [CH2:6]([N:8]([CH:2]([CH3:1])[C:3]#[CH:4])[CH2:9][CH2:10][OH:11])[CH3:7]. (9) Given the reactants Cl.CN(C)CCCN=C=NCC.[F:13][C:14]1([F:23])[CH2:19][CH2:18][CH:17]([C:20]([OH:22])=O)[CH2:16][CH2:15]1.C(N(CC)CC)C.Cl.[Cl:32][CH2:33][C:34]1([C:38]([O:40][CH2:41][CH3:42])=[O:39])[CH2:37][NH:36][CH2:35]1, predict the reaction product. The product is: [Cl:32][CH2:33][C:34]1([C:38]([O:40][CH2:41][CH3:42])=[O:39])[CH2:37][N:36]([C:20]([CH:17]2[CH2:16][CH2:15][C:14]([F:13])([F:23])[CH2:19][CH2:18]2)=[O:22])[CH2:35]1. (10) Given the reactants [OH:1][C:2]1[S:3][C:4]2[CH:10]=[CH:9][CH:8]=[CH:7][C:5]=2[N:6]=1.[O:11]1[C:15]2[CH:16]=[CH:17]C=CC=2N=C1, predict the reaction product. The product is: [O:11]1[CH2:15][CH:16]1[CH2:17][O:1][C:2]1[S:3][C:4]2[CH:10]=[CH:9][CH:8]=[CH:7][C:5]=2[N:6]=1.